This data is from Full USPTO retrosynthesis dataset with 1.9M reactions from patents (1976-2016). The task is: Predict the reactants needed to synthesize the given product. (1) Given the product [F:35][C:36]([F:44])([F:43])[CH2:37][CH2:38][S:39]([O:34][C:11]1[CH:12]=[CH:13][C:14]([NH:15][C:16]([C:18]2[C:27]3[C:22](=[CH:23][CH:24]=[CH:25][CH:26]=3)[C:21]([CH2:28][N:29]3[CH:33]=[CH:32][N:31]=[N:30]3)=[CH:20][CH:19]=2)=[O:17])=[C:9]([C:7]([NH:6][CH2:5][CH:1]2[CH2:4][CH2:3][CH2:2]2)=[O:8])[N:10]=1)(=[O:41])=[O:40], predict the reactants needed to synthesize it. The reactants are: [CH:1]1([CH2:5][NH:6][C:7]([C:9]2[C:14]([NH:15][C:16]([C:18]3[C:27]4[C:22](=[CH:23][CH:24]=[CH:25][CH:26]=4)[C:21]([CH2:28][N:29]4[CH:33]=[CH:32][N:31]=[N:30]4)=[CH:20][CH:19]=3)=[O:17])=[CH:13][CH:12]=[C:11]([OH:34])[N:10]=2)=[O:8])[CH2:4][CH2:3][CH2:2]1.[F:35][C:36]([F:44])([F:43])[CH2:37][CH2:38][S:39](Cl)(=[O:41])=[O:40]. (2) Given the product [Cl:1][C:2]1[CH:3]=[CH:4][C:5]([O:8][C:9](=[O:19])[N:10]([C@H:12]2[CH2:17][CH2:16][C@H:15]([O:18][CH2:24][CH2:23][CH2:22][CH2:21][Br:20])[CH2:14][CH2:13]2)[CH3:11])=[CH:6][CH:7]=1, predict the reactants needed to synthesize it. The reactants are: [Cl:1][C:2]1[CH:7]=[CH:6][C:5]([O:8][C:9](=[O:19])[N:10]([C@H:12]2[CH2:17][CH2:16][C@H:15]([OH:18])[CH2:14][CH2:13]2)[CH3:11])=[CH:4][CH:3]=1.[Br:20][CH2:21][CH2:22][CH2:23][CH2:24]Br.